Predict the reactants needed to synthesize the given product. From a dataset of Full USPTO retrosynthesis dataset with 1.9M reactions from patents (1976-2016). (1) Given the product [Cl:1][C:2]1[CH:7]=[CH:6][C:5]([F:8])=[CH:4][C:3]=1[C:13]1[N:18]=[C:17]([NH2:19])[N:16]=[C:15]([NH:20][CH3:21])[CH:14]=1, predict the reactants needed to synthesize it. The reactants are: [Cl:1][C:2]1[CH:7]=[CH:6][C:5]([F:8])=[CH:4][C:3]=1B(O)O.I[C:13]1[N:18]=[C:17]([NH2:19])[N:16]=[C:15]([NH:20][CH3:21])[CH:14]=1. (2) Given the product [CH:41]([C:11]1[C:2]([OH:1])=[CH:3][CH:4]=[C:5]2[C:10]=1[O:9][C:8](=[O:12])[C:7]([C:13]1[CH:14]=[CH:15][C:16]([C:17]([NH:19][CH2:20][CH2:21][N:22]3[CH2:23][CH2:24][O:25][CH2:26][CH2:27]3)=[O:18])=[CH:28][CH:29]=1)=[C:6]2[CH3:30])=[O:42], predict the reactants needed to synthesize it. The reactants are: [OH:1][C:2]1[CH:11]=[C:10]2[C:5]([C:6]([CH3:30])=[C:7]([C:13]3[CH:29]=[CH:28][C:16]([C:17]([NH:19][CH2:20][CH2:21][N:22]4[CH2:27][CH2:26][O:25][CH2:24][CH2:23]4)=[O:18])=[CH:15][CH:14]=3)[C:8](=[O:12])[O:9]2)=[CH:4][CH:3]=1.C1N2CN3CN(C2)CN1C3.[C:41](O)(C(F)(F)F)=[O:42]. (3) The reactants are: [CH3:1][O:2][C:3]1[CH:8]=[C:7]([O:9][CH3:10])[N:6]=[C:5]([N:11]2[C:20](=[O:21])[C:19]3[C:14](=[CH:15][C:16]([C:22]([OH:24])=O)=[CH:17][CH:18]=3)[NH:13][C:12]2=[S:25])[N:4]=1.[Cl:26][C:27]1[CH:28]=[C:29]([CH:32]=[CH:33][CH:34]=1)[CH2:30][NH2:31].CCN(C(C)C)C(C)C.CN(C(ON1N=NC2C=CC=NC1=2)=[N+](C)C)C.F[P-](F)(F)(F)(F)F. Given the product [Cl:26][C:27]1[CH:28]=[C:29]([CH:32]=[CH:33][CH:34]=1)[CH2:30][NH:31][C:22]([C:16]1[CH:15]=[C:14]2[C:19]([C:20](=[O:21])[N:11]([C:5]3[N:6]=[C:7]([O:9][CH3:10])[CH:8]=[C:3]([O:2][CH3:1])[N:4]=3)[C:12](=[S:25])[NH:13]2)=[CH:18][CH:17]=1)=[O:24], predict the reactants needed to synthesize it. (4) Given the product [CH3:1][N:2]([CH3:9])[C:3]1[NH:12][N:11]=[C:5]([NH2:6])[CH:4]=1, predict the reactants needed to synthesize it. The reactants are: [CH3:1][N:2]([CH3:9])[C:3](SC)=[CH:4][C:5]#[N:6].O.[NH2:11][NH2:12]. (5) Given the product [ClH:38].[CH3:29][C:26]1[O:25][C:24]([C:21]2[CH:20]=[CH:19][C:18]([S:15]([NH:14][C:8]3[CH:7]=[C:6]([NH:5][C:3](=[O:4])[C@@H:2]([CH3:1])[NH2:30])[CH:11]=[CH:10][C:9]=3[O:12][CH3:13])(=[O:16])=[O:17])=[CH:23][CH:22]=2)=[CH:28][CH:27]=1, predict the reactants needed to synthesize it. The reactants are: [CH3:1][C@@H:2]([NH:30]C(=O)OC(C)(C)C)[C:3]([NH:5][C:6]1[CH:11]=[CH:10][C:9]([O:12][CH3:13])=[C:8]([NH:14][S:15]([C:18]2[CH:23]=[CH:22][C:21]([C:24]3[O:25][C:26]([CH3:29])=[CH:27][CH:28]=3)=[CH:20][CH:19]=2)(=[O:17])=[O:16])[CH:7]=1)=[O:4].[ClH:38]. (6) Given the product [CH3:32][C:22]1[CH:23]=[CH:24][C:19]([CH2:18][O:17][C:9]2[CH:8]=[C:7]([C:3]3[CH:2]=[N:1][CH:6]=[CH:5][CH:4]=3)[C:16]3[CH2:15][CH2:14][CH2:13][CH2:12][C:11]=3[N:10]=2)=[N:20][CH:21]=1, predict the reactants needed to synthesize it. The reactants are: [N:1]1[CH:6]=[CH:5][CH:4]=[C:3]([C:7]2[C:16]3[CH2:15][CH2:14][CH2:13][CH2:12][C:11]=3[N:10]=[C:9]([O:17][CH2:18][C:19]3[CH:24]=[CH:23][CH:22]=[CH:21][N:20]=3)[CH:8]=2)[CH:2]=1.[Na+].[I-].S(=O)(=O)(O)O.[C:32](=O)([O-])O.[Na+].S([O-])([O-])(=O)=S.[Na+].[Na+]. (7) The reactants are: [CH3:1][O:2][C:3]1[CH:8]=[CH:7][CH:6]=[C:5]([O:9][CH3:10])[N:4]=1.[Br:11]N1C(=O)CCC1=O. Given the product [Br:11][C:8]1[C:3]([O:2][CH3:1])=[N:4][C:5]([O:9][CH3:10])=[CH:6][CH:7]=1, predict the reactants needed to synthesize it.